Binary Classification. Given a drug SMILES string, predict its activity (active/inactive) in a high-throughput screening assay against a specified biological target. From a dataset of Cav3 T-type calcium channel HTS with 100,875 compounds. (1) The compound is s1cc(C2CC(OC(=C2)C(=O)N2CCCCCCC2)OCc2ccc(cc2)CO)c2c1cccc2. The result is 0 (inactive). (2) The compound is S(Cc1c2c(oc(=O)c1)cc(cc2)C)c1nn2c(cc(nc2n1)C)C. The result is 0 (inactive). (3) The drug is Brc1cc2c(N(C(C2)C)C(=O)C)c(S(=O)(=O)N2CCN(CC2)C(=O)c2occc2)c1. The result is 0 (inactive). (4) The compound is s1c(c(cc1)/C=N\NC(=O)c1cc(OC)c(OC)c(OC)c1)C. The result is 0 (inactive).